Dataset: Catalyst prediction with 721,799 reactions and 888 catalyst types from USPTO. Task: Predict which catalyst facilitates the given reaction. (1) Reactant: [CH:1]1([C:5]2[CH:10]=[CH:9][C:8]([C:11]3[N:12]=[CH:13][C:14]([NH2:17])=[N:15][CH:16]=3)=[C:7]([F:18])[C:6]=2[O:19][CH2:20][CH:21]2[CH2:23][O:22]2)[CH2:4][CH2:3][CH2:2]1.[CH2:24]([NH2:28])[CH:25]([CH3:27])[CH3:26]. Product: [NH2:17][C:14]1[N:15]=[CH:16][C:11]([C:8]2[C:7]([F:18])=[C:6]([C:5]([CH:1]3[CH2:4][CH2:3][CH2:2]3)=[CH:10][CH:9]=2)[O:19][CH2:20][CH:21]([OH:22])[CH2:23][NH:28][CH2:24][CH:25]([CH3:27])[CH3:26])=[N:12][CH:13]=1. The catalyst class is: 5. (2) Reactant: [Br:1][C:2]1[CH:3]=[C:4]([CH:12]2[C:21]3[C:16](=[C:17]4[CH:25]=[CH:24][CH:23]=[CH:22][C:18]4=[CH:19][CH:20]=3)[O:15][C:14]([NH2:26])=[C:13]2[C:27]2[N:31]=[C:30]([CH2:32]Cl)[O:29][N:28]=2)[CH:5]=[C:6]([O:10][CH3:11])[C:7]=1[O:8][CH3:9].[CH2:34]([N:36](CC)CC)C.CN. Product: [Br:1][C:2]1[CH:3]=[C:4]([CH:12]2[C:21]3[C:16](=[C:17]4[CH:25]=[CH:24][CH:23]=[CH:22][C:18]4=[CH:19][CH:20]=3)[O:15][C:14]([NH2:26])=[C:13]2[C:27]2[N:31]=[C:30]([CH2:32][NH:36][CH3:34])[O:29][N:28]=2)[CH:5]=[C:6]([O:10][CH3:11])[C:7]=1[O:8][CH3:9]. The catalyst class is: 47. (3) Reactant: C([O:8][CH:9]([C:19]1[N:23]([C:24]2[N:29]=[CH:28][CH:27]=[CH:26][N:25]=2)[N:22]=[C:21]([C:30]2[CH:35]=[CH:34][C:33]([Cl:36])=[CH:32][CH:31]=2)[CH:20]=1)[CH2:10][NH:11]C(=O)OC(C)(C)C)C1C=CC=CC=1.B(Br)(Br)Br. Product: [NH2:11][CH2:10][CH:9]([C:19]1[N:23]([C:24]2[N:29]=[CH:28][CH:27]=[CH:26][N:25]=2)[N:22]=[C:21]([C:30]2[CH:31]=[CH:32][C:33]([Cl:36])=[CH:34][CH:35]=2)[CH:20]=1)[OH:8]. The catalyst class is: 2. (4) Reactant: [N:1]1([CH2:10][C:11]([OH:13])=O)[C:5]2[CH:6]=[CH:7][CH:8]=[CH:9][C:4]=2[N:3]=[CH:2]1.S(Cl)(Cl)=O.[NH2:18][C:19]1[S:20][CH:21]=[C:22]([C:24]2[CH:29]=[CH:28][C:27]([Cl:30])=[CH:26][CH:25]=2)[N:23]=1.N1C=CC=CC=1. Product: [N:1]1([CH2:10][C:11]([NH:18][C:19]2[S:20][CH:21]=[C:22]([C:24]3[CH:25]=[CH:26][C:27]([Cl:30])=[CH:28][CH:29]=3)[N:23]=2)=[O:13])[C:5]2[CH:6]=[CH:7][CH:8]=[CH:9][C:4]=2[N:3]=[CH:2]1. The catalyst class is: 9.